From a dataset of Merck oncology drug combination screen with 23,052 pairs across 39 cell lines. Regression. Given two drug SMILES strings and cell line genomic features, predict the synergy score measuring deviation from expected non-interaction effect. (1) Cell line: LOVO. Synergy scores: synergy=-9.60. Drug 1: C=CCn1c(=O)c2cnc(Nc3ccc(N4CCN(C)CC4)cc3)nc2n1-c1cccc(C(C)(C)O)n1. Drug 2: COC1=C2CC(C)CC(OC)C(O)C(C)C=C(C)C(OC(N)=O)C(OC)C=CC=C(C)C(=O)NC(=CC1=O)C2=O. (2) Drug 1: CC(=O)OC1C(=O)C2(C)C(O)CC3OCC3(OC(C)=O)C2C(OC(=O)c2ccccc2)C2(O)CC(OC(=O)C(O)C(NC(=O)c3ccccc3)c3ccccc3)C(C)=C1C2(C)C. Drug 2: O=C(CCCCCCC(=O)Nc1ccccc1)NO. Cell line: OV90. Synergy scores: synergy=1.12. (3) Drug 1: COc1cccc2c1C(=O)c1c(O)c3c(c(O)c1C2=O)CC(O)(C(=O)CO)CC3OC1CC(N)C(O)C(C)O1. Drug 2: N#Cc1ccc(Cn2cncc2CN2CCN(c3cccc(Cl)c3)C(=O)C2)cc1. Cell line: SKMEL30. Synergy scores: synergy=-18.1.